Dataset: Reaction yield outcomes from USPTO patents with 853,638 reactions. Task: Predict the reaction yield, written as a fraction of the theoretical maximum amount of product (1.0 means a 100% yield; for example, 0.34 means a 34% yield). (1) The reactants are [CH3:1][C:2]1[N:29]=[C:5]2[NH:6][C:7](=[O:28])[C:8]([CH2:13][C:14]3[CH:19]=[CH:18][C:17]([C:20]4[C:21]([C:26]#[N:27])=[CH:22][CH:23]=[CH:24][CH:25]=4)=[CH:16][CH:15]=3)=[C:9]([CH2:10][CH2:11][CH3:12])[N:4]2[N:3]=1.Br[CH2:31][CH:32]([OH:37])[C:33]([F:36])([F:35])[F:34].C(=O)([O-])[O-].[Cs+].[Cs+].CN(C)C(=O)C. The catalyst is C(OCC)(=O)C. The product is [CH3:1][C:2]1[N:29]=[C:5]2[N:6]([CH2:31][CH:32]([OH:37])[C:33]([F:36])([F:35])[F:34])[C:7](=[O:28])[C:8]([CH2:13][C:14]3[CH:19]=[CH:18][C:17]([C:20]4[C:21]([C:26]#[N:27])=[CH:22][CH:23]=[CH:24][CH:25]=4)=[CH:16][CH:15]=3)=[C:9]([CH2:10][CH2:11][CH3:12])[N:4]2[N:3]=1. The yield is 0.650. (2) The reactants are [Cl:1][C:2]1[CH:3]=[N+:4]([O-:27])[CH:5]=[C:6]([Cl:26])[C:7]=1[CH2:8][C@@H:9]([C:11]1[CH:16]=[CH:15][C:14]([O:17][CH:18]([F:20])[F:19])=[C:13]([O:21][CH2:22][CH:23]2[CH2:25][CH2:24]2)[CH:12]=1)[OH:10].[C:28]([O:32][C:33]([NH:35][C@@H:36]([CH2:40][C:41]1[CH:46]=[CH:45][C:44]([O:47][S:48]([CH3:51])(=[O:50])=[O:49])=[CH:43][CH:42]=1)[C:37](O)=[O:38])=[O:34])([CH3:31])([CH3:30])[CH3:29].C(Cl)CCl. The catalyst is CN(C=O)C.CN(C1C=CN=CC=1)C. The product is [C:28]([O:32][C:33]([NH:35][C@@H:36]([CH2:40][C:41]1[CH:42]=[CH:43][C:44]([O:47][S:48]([CH3:51])(=[O:50])=[O:49])=[CH:45][CH:46]=1)[C:37]([O:10][C@H:9]([C:11]1[CH:16]=[CH:15][C:14]([O:17][CH:18]([F:20])[F:19])=[C:13]([O:21][CH2:22][CH:23]2[CH2:25][CH2:24]2)[CH:12]=1)[CH2:8][C:7]1[C:6]([Cl:26])=[CH:5][N+:4]([O-:27])=[CH:3][C:2]=1[Cl:1])=[O:38])=[O:34])([CH3:30])([CH3:31])[CH3:29]. The yield is 0.850. (3) The reactants are [OH:1][C:2]1[CH:7]=[CH:6][C:5]([CH2:8][C@H:9]([O:13][CH3:14])[C:10]([OH:12])=[O:11])=[CH:4][CH:3]=1.C([O-])(=O)C.[Na+:19]. The catalyst is CO. The product is [OH:1][C:2]1[CH:3]=[CH:4][C:5]([CH2:8][C@H:9]([O:13][CH3:14])[C:10]([O-:12])=[O:11])=[CH:6][CH:7]=1.[Na+:19]. The yield is 0.348. (4) The reactants are [CH3:1][C:2]1[NH:3][C:4]2[C:9]([CH:10]=1)=[CH:8][C:7]([F:11])=[CH:6][CH:5]=2.[H-].[Na+].Cl[C:15]1[N:16]=[C:17]([N:34]2[CH2:39][CH2:38][O:37][CH2:36][CH2:35]2)[C:18]2[S:23][C:22]([CH2:24][N:25]3[CH2:30][CH2:29][CH:28]([N:31]([CH3:33])[CH3:32])[CH2:27][CH2:26]3)=[CH:21][C:19]=2[N:20]=1. The catalyst is CN(C=O)C.O.[Cl-].[Na+]. The product is [F:11][C:7]1[CH:8]=[C:9]2[C:4](=[CH:5][CH:6]=1)[N:3]([C:15]1[N:16]=[C:17]([N:34]3[CH2:35][CH2:36][O:37][CH2:38][CH2:39]3)[C:18]3[S:23][C:22]([CH2:24][N:25]4[CH2:26][CH2:27][CH:28]([N:31]([CH3:33])[CH3:32])[CH2:29][CH2:30]4)=[CH:21][C:19]=3[N:20]=1)[C:2]([CH3:1])=[CH:10]2. The yield is 0.100.